This data is from Full USPTO retrosynthesis dataset with 1.9M reactions from patents (1976-2016). The task is: Predict the reactants needed to synthesize the given product. Given the product [Cl:16][C:17]1[CH:22]=[CH:21][N:20]=[C:19]2[CH:23]=[C:24]([C:2]3[N:7]=[CH:6][C:5]([CH2:8][N:9]4[CH2:14][CH2:13][CH2:12][O:11][C:10]4=[O:15])=[CH:4][CH:3]=3)[S:25][C:18]=12, predict the reactants needed to synthesize it. The reactants are: Br[C:2]1[N:7]=[CH:6][C:5]([CH2:8][N:9]2[CH2:14][CH2:13][CH2:12][O:11][C:10]2=[O:15])=[CH:4][CH:3]=1.[Cl:16][C:17]1[CH:22]=[CH:21][N:20]=[C:19]2[CH:23]=[C:24]([Sn](CCCC)(CCCC)CCCC)[S:25][C:18]=12.